Dataset: Forward reaction prediction with 1.9M reactions from USPTO patents (1976-2016). Task: Predict the product of the given reaction. (1) Given the reactants [N:1]([CH2:4][CH2:5][CH2:6][C:7]([C:9]1[CH:14]=[CH:13][CH:12]=[CH:11][CH:10]=1)=[O:8])=[N+:2]=[N-:3].[CH2:15](O)[CH2:16][OH:17].O, predict the reaction product. The product is: [CH2:15]1[CH2:16][O:17][C:7]([C:9]2[CH:14]=[CH:13][CH:12]=[CH:11][CH:10]=2)([CH2:6][CH2:5][CH2:4][N:1]=[N+:2]=[N-:3])[O:8]1. (2) Given the reactants [CH2:1]([O:3][C:4]1[C:13]2[C:8](=[CH:9][CH:10]=[C:11](/[CH:14]=[C:15]3/[C:16](=[O:22])[N:17]=[C:18](SC)[S:19]/3)[CH:12]=2)[N:7]=[CH:6][C:5]=1[C:23]#[N:24])[CH3:2].[OH:25][CH:26]([C:29]1[CH:34]=[CH:33][CH:32]=[CH:31][CH:30]=1)[CH2:27][NH2:28].CCN(C(C)C)C(C)C, predict the reaction product. The product is: [CH2:1]([O:3][C:4]1[C:13]2[C:8](=[CH:9][CH:10]=[C:11](/[CH:14]=[C:15]3/[C:16](=[O:22])[N:17]=[C:18]([NH:28][CH2:27][CH:26]([OH:25])[C:29]4[CH:34]=[CH:33][CH:32]=[CH:31][CH:30]=4)[S:19]/3)[CH:12]=2)[N:7]=[CH:6][C:5]=1[C:23]#[N:24])[CH3:2]. (3) Given the reactants [OH:1][C:2]1[CH:3]=[C:4]2[C:9](=[CH:10][CH:11]=1)[C:8](=[O:12])[NH:7][CH2:6][CH2:5]2.C(=O)([O-])[O-].[K+].[K+].Br[CH2:20][C:21]1[CH:28]=[CH:27][C:24]([C:25]#[N:26])=[CH:23][CH:22]=1, predict the reaction product. The product is: [O:12]=[C:8]1[C:9]2[C:4](=[CH:3][C:2]([O:1][CH2:20][C:21]3[CH:28]=[CH:27][C:24]([C:25]#[N:26])=[CH:23][CH:22]=3)=[CH:11][CH:10]=2)[CH2:5][CH2:6][NH:7]1.